From a dataset of Catalyst prediction with 721,799 reactions and 888 catalyst types from USPTO. Predict which catalyst facilitates the given reaction. (1) Reactant: C(N1C2C(=CC=C(N[C:14](=[O:27])/[CH:15]=[CH:16]/[C:17]3[CH:22]=[CH:21][C:20]([C:23]([CH3:26])([CH3:25])[CH3:24])=[CH:19][CH:18]=3)C=2)C(C)(C)C1)(=O)C.C(N1C2C(=CC=C([N+]([O-])=O)C=2)C(C)(C)C1)(=[O:32])C.O.O.[Sn](Cl)Cl.Cl. Product: [C:23]([C:20]1[CH:19]=[CH:18][C:17](/[CH:16]=[CH:15]/[C:14]([OH:27])=[O:32])=[CH:22][CH:21]=1)([CH3:24])([CH3:25])[CH3:26]. The catalyst class is: 27. (2) Reactant: [NH2:1][C:2]1[CH:3]=[C:4]([C:8]2[N:12]3[CH:13]=[CH:14][C:15]([CH3:17])=[CH:16][C:11]3=[N:10][CH:9]=2)[CH:5]=[CH:6][CH:7]=1.F[C:19]1[CH:24]=[CH:23][CH:22]=[CH:21][C:20]=1[N+:25]([O-:27])=[O:26].O. Product: [CH3:17][C:15]1[CH:14]=[CH:13][N:12]2[C:8]([C:4]3[CH:3]=[C:2]([NH:1][C:19]4[CH:24]=[CH:23][CH:22]=[CH:21][C:20]=4[N+:25]([O-:27])=[O:26])[CH:7]=[CH:6][CH:5]=3)=[CH:9][N:10]=[C:11]2[CH:16]=1. The catalyst class is: 9. (3) Reactant: [OH:1][C:2]1[CH:6]=[C:5]([C:7]([O:9][CH3:10])=[O:8])[NH:4][N:3]=1.Cl[CH2:12][O:13][CH3:14].C(=O)([O-])[O-].[K+].[K+].CN(C)C=O. Product: [CH3:12][O:13][CH2:14][O:1][C:2]1[CH:6]=[C:5]([C:7]([O:9][CH3:10])=[O:8])[NH:4][N:3]=1. The catalyst class is: 6. (4) Reactant: [CH3:1][C:2]1[CH:3]=C([CH:7]=[CH:8][C:9]=1[C:10]([F:13])([F:12])[F:11])C#N.[OH-:14].[Na+].Cl.[O:17]1[CH2:22][CH2:21]OCC1. Product: [CH3:1][C:2]1[CH:3]=[C:21]([CH:7]=[CH:8][C:9]=1[C:10]([F:13])([F:12])[F:11])[C:22]([OH:17])=[O:14]. The catalyst class is: 237. (5) Reactant: Br[CH2:2][C:3]1[CH:4]=[C:5]([CH:37]=[CH:38][CH:39]=1)[C:6]([NH:8][C:9]1[CH:14]=[CH:13][C:12]([N:15]2[CH2:20][CH2:19][CH2:18][CH2:17][CH2:16]2)=[CH:11][C:10]=1[C:21]([NH:23]/[N:24]=[CH:25]/[C:26]1[CH:31]=[CH:30][C:29]([Cl:32])=[C:28]([C:33]([F:36])([F:35])[F:34])[CH:27]=1)=[O:22])=[O:7].[NH:40]1[CH2:50][CH2:49][CH:43]([C:44]([O:46][CH2:47][CH3:48])=[O:45])[CH2:42][CH2:41]1.C(=O)([O-])[O-].[K+].[K+]. Product: [Cl:32][C:29]1[CH:30]=[CH:31][C:26](/[CH:25]=[N:24]/[NH:23][C:21]([C:10]2[CH:11]=[C:12]([N:15]3[CH2:20][CH2:19][CH2:18][CH2:17][CH2:16]3)[CH:13]=[CH:14][C:9]=2[NH:8][C:6]([C:5]2[CH:4]=[C:3]([CH:39]=[CH:38][CH:37]=2)[CH2:2][N:40]2[CH2:50][CH2:49][CH:43]([C:44]([O:46][CH2:47][CH3:48])=[O:45])[CH2:42][CH2:41]2)=[O:7])=[O:22])=[CH:27][C:28]=1[C:33]([F:36])([F:34])[F:35]. The catalyst class is: 39. (6) Reactant: [CH3:1][O:2][CH2:3][O:4][C:5]1[CH:6]=[C:7]([CH2:15][OH:16])[CH:8]=[C:9]([O:11][CH2:12][O:13][CH3:14])[CH:10]=1.C1C(=O)N([Br:24])C(=O)C1. Product: [Br:24][C:6]1[C:5]([O:4][CH2:3][O:2][CH3:1])=[CH:10][C:9]([O:11][CH2:12][O:13][CH3:14])=[CH:8][C:7]=1[CH2:15][OH:16]. The catalyst class is: 39. (7) Reactant: FC(F)(F)C(O)=O.[C:8]([C:10]1[CH:11]=[C:12]([C:20]2[O:24][N:23]=[C:22]([C:25]3[CH:26]=[C:27]4[C:32](=[CH:33][CH:34]=3)[CH2:31][N:30]([CH2:35][C:36](O)=[O:37])[CH2:29][CH2:28]4)[N:21]=2)[CH:13]=[CH:14][C:15]=1[O:16][CH:17]([CH3:19])[CH3:18])#[N:9].C(N1CCOCC1)C.CN(C(ON1N=NC2C=CC=NC1=2)=[N+](C)C)C.F[P-](F)(F)(F)(F)F.[NH2:71][C@H:72]([CH2:74][OH:75])[CH3:73]. Product: [C:8]([C:10]1[CH:11]=[C:12]([C:20]2[O:24][N:23]=[C:22]([C:25]3[CH:26]=[C:27]4[C:32](=[CH:33][CH:34]=3)[CH2:31][N:30]([CH2:35][C:36]([NH:71][C@@H:72]([CH3:73])[CH2:74][OH:75])=[O:37])[CH2:29][CH2:28]4)[N:21]=2)[CH:13]=[CH:14][C:15]=1[O:16][CH:17]([CH3:18])[CH3:19])#[N:9]. The catalyst class is: 39. (8) Reactant: Cl.Cl.[NH2:3][C@H:4]1[CH2:8][C@@H:7]([CH2:9][CH2:10][NH2:11])[O:6][C:5]1=[O:12].C(N(CC)CC)C.FC(F)(F)C(OC(=O)C(F)(F)F)=[O:23].FC(F)(F)C(N[C@H]1C[C@@H](CCNC(=O)C(F)(F)F)OC1=O)=O.FC(F)(F)C(O)=O.C(N(CC)CC)C. Product: [OH:6][C@H:7]([CH2:9][CH2:10][NH2:11])[CH2:8][C@@H:4]([C:5]([OH:12])=[O:23])[NH2:3]. The catalyst class is: 4.